This data is from Catalyst prediction with 721,799 reactions and 888 catalyst types from USPTO. The task is: Predict which catalyst facilitates the given reaction. (1) Product: [NH2:1][C:2]1[N:7]=[C:6]([N:8]2[C@H:13]([CH3:14])[CH2:12][CH2:11][C@H:10]([C:15]([NH:17][CH:18]3[CH2:23][CH2:22][CH:21]([CH3:24])[CH2:20][CH2:19]3)=[O:16])[CH2:9]2)[CH:5]=[C:4]([C:25]2[CH:26]=[C:27]3[C:28]([C:31]([NH2:32])=[N:46][NH:47]3)=[CH:29][CH:30]=2)[N:3]=1. Reactant: [NH2:1][C:2]1[N:7]=[C:6]([N:8]2[C@H:13]([CH3:14])[CH2:12][CH2:11][C@H:10]([C:15]([NH:17][CH:18]3[CH2:23][CH2:22][CH:21]([CH3:24])[CH2:20][CH2:19]3)=[O:16])[CH2:9]2)[CH:5]=[C:4]([C:25]2[CH:30]=[CH:29][C:28]([C:31]#[N:32])=[C:27](F)[CH:26]=2)[N:3]=1.CCO.CCN(C(C)C)C(C)C.[NH2:46][NH2:47]. The catalyst class is: 72. (2) Product: [CH3:35][C:1]1[CH:6]=[CH:5][CH:4]=[C:3]([CH3:36])[C:2]=1[N:7]1[C:45]([CH3:46])=[CH:44][S:9]/[C:8]/1=[N:10]/[N:11]=[CH:12]\[C:13]1[CH:14]=[CH:15][C:16]([C:19]2[N:23]=[CH:22][N:21]([C:24]3[CH:29]=[CH:28][C:27]([O:30][C:31]([F:32])([F:33])[F:34])=[CH:26][CH:25]=3)[N:20]=2)=[CH:17][CH:18]=1. Reactant: [C:1]1([CH3:35])[CH:6]=[CH:5][CH:4]=[CH:3][C:2]=1[NH:7][C:8]([NH:10]/[N:11]=[CH:12]/[C:13]1[CH:18]=[CH:17][C:16]([C:19]2[N:23]=[CH:22][N:21]([C:24]3[CH:29]=[CH:28][C:27]([O:30][C:31]([F:34])([F:33])[F:32])=[CH:26][CH:25]=3)[N:20]=2)=[CH:15][CH:14]=1)=[S:9].[CH2:36](N(CC)CC)C.Cl[CH2:44][C:45](=O)[CH3:46].O. The catalyst class is: 131. (3) Reactant: [OH:1][NH:2][C:3]([CH:5]1[CH2:10][CH2:9][CH:8]([N:11]2[CH2:14][CH:13]([NH:15][C:16]([CH2:18][NH:19][C:20](=[O:31])[C:21]3[CH:26]=[CH:25][CH:24]=[C:23]([C:27]([F:30])([F:29])[F:28])[CH:22]=3)=[O:17])[CH2:12]2)[CH2:7][CH2:6]1)=[NH:4].[C:32](N1C=CN=C1)(N1C=CN=C1)=[O:33].C1CCN2C(=NCCC2)CC1. Product: [O:33]=[C:32]1[O:1][N:2]=[C:3]([CH:5]2[CH2:10][CH2:9][CH:8]([N:11]3[CH2:12][CH:13]([NH:15][C:16]([CH2:18][NH:19][C:20](=[O:31])[C:21]4[CH:26]=[CH:25][CH:24]=[C:23]([C:27]([F:28])([F:29])[F:30])[CH:22]=4)=[O:17])[CH2:14]3)[CH2:7][CH2:6]2)[NH:4]1. The catalyst class is: 23. (4) The catalyst class is: 1. Reactant: [NH2:1][C:2]([CH3:27])([CH3:26])[CH2:3][NH:4][C:5]1[C:14]2[C:9](=[CH:10][C:11]([O:15][CH2:16][C:17]3[CH:22]=[CH:21][CH:20]=[CH:19][CH:18]=3)=[CH:12][CH:13]=2)[N:8]=[CH:7][C:6]=1[N+:23]([O-:25])=[O:24].[OH-].[Na+].[C:30](O[C:30]([O:32][C:33]([CH3:36])([CH3:35])[CH3:34])=[O:31])([O:32][C:33]([CH3:36])([CH3:35])[CH3:34])=[O:31]. Product: [CH2:16]([O:15][C:11]1[CH:10]=[C:9]2[C:14]([C:5]([NH:4][CH2:3][C:2]([NH:1][C:30](=[O:31])[O:32][C:33]([CH3:36])([CH3:35])[CH3:34])([CH3:27])[CH3:26])=[C:6]([N+:23]([O-:25])=[O:24])[CH:7]=[N:8]2)=[CH:13][CH:12]=1)[C:17]1[CH:22]=[CH:21][CH:20]=[CH:19][CH:18]=1. (5) Reactant: Br[C:2]1[CH:9]=[CH:8][C:5]([C:6]#[N:7])=[C:4]([O:10][CH3:11])[CH:3]=1.CC1(C)C(C)(C)OB([C:20]2[CH:21]=[N:22][CH:23]=[C:24]([CH:27]=2)[CH:25]=[O:26])O1.C(=O)([O-])[O-].[Na+].[Na+]. Product: [CH:25]([C:24]1[CH:27]=[C:20]([C:2]2[CH:9]=[CH:8][C:5]([C:6]#[N:7])=[C:4]([O:10][CH3:11])[CH:3]=2)[CH:21]=[N:22][CH:23]=1)=[O:26]. The catalyst class is: 104. (6) Reactant: [CH2:1]([O:3][C:4](/[CH:6]=[C:7]1\[CH2:8][N:9]([C:14]([C:27]2[CH:32]=[CH:31][CH:30]=[CH:29][CH:28]=2)([C:21]2[CH:26]=[CH:25][CH:24]=[CH:23][CH:22]=2)[C:15]2[CH:20]=[CH:19][CH:18]=[CH:17][CH:16]=2)[CH2:10][CH2:11][CH:12]\1[OH:13])=[O:5])[CH3:2].[CH3:33][S:34](Cl)(=[O:36])=[O:35].C(N(CC)CC)C.C(=O)([O-])O.[Na+]. Product: [CH2:1]([O:3][C:4](/[CH:6]=[C:7]1\[CH2:8][N:9]([C:14]([C:27]2[CH:32]=[CH:31][CH:30]=[CH:29][CH:28]=2)([C:21]2[CH:22]=[CH:23][CH:24]=[CH:25][CH:26]=2)[C:15]2[CH:16]=[CH:17][CH:18]=[CH:19][CH:20]=2)[CH2:10][CH2:11][CH:12]\1[O:13][S:34]([CH3:33])(=[O:36])=[O:35])=[O:5])[CH3:2]. The catalyst class is: 4. (7) Reactant: Cl.[C:2]([C:4]1[CH:9]=[CH:8][C:7]([NH:10][NH2:11])=[CH:6][CH:5]=1)#[N:3].[CH3:12][C:13]([CH3:20])([CH3:19])[C:14](=O)[CH2:15][C:16]#[N:17]. Product: [NH2:17][C:16]1[N:10]([C:7]2[CH:8]=[CH:9][C:4]([C:2]#[N:3])=[CH:5][CH:6]=2)[N:11]=[C:14]([C:13]([CH3:20])([CH3:19])[CH3:12])[CH:15]=1. The catalyst class is: 14. (8) Reactant: CN1CCOCC1.[Na+].[CH:9]1[C:18]2[C:13](=[CH:14][CH:15]=[C:16]([O:19][CH:20]([CH2:24][CH2:25][CH3:26])[C:21]([O-:23])=O)[CH:17]=2)[CH:12]=[CH:11][N:10]=1.[NH2:27][C:28]1[CH:33]=[CH:32][C:31]([N:34]2[CH2:39][CH2:38][CH2:37][CH2:36][C:35]2=[O:40])=[CH:30][CH:29]=1.Cl.CN(C)CCCN=C=NCC.ON1C2C=CC=CC=2N=N1. Product: [O:40]=[C:35]1[CH2:36][CH2:37][CH2:38][CH2:39][N:34]1[C:31]1[CH:30]=[CH:29][C:28]([NH:27][C:21](=[O:23])[CH:20]([O:19][C:16]2[CH:17]=[C:18]3[C:13]([CH:12]=[CH:11][N:10]=[CH:9]3)=[CH:14][CH:15]=2)[CH2:24][CH2:25][CH3:26])=[CH:33][CH:32]=1. The catalyst class is: 18.